From a dataset of Retrosynthesis with 50K atom-mapped reactions and 10 reaction types from USPTO. Predict the reactants needed to synthesize the given product. (1) Given the product Nc1nc2ccccc2c2c1ncn2CCO, predict the reactants needed to synthesize it. The reactants are: N.OCCn1cnc2c(Cl)nc3ccccc3c21. (2) Given the product CCCCCNc1ccc2c(c1)C(C)(C)CCC2(C)C, predict the reactants needed to synthesize it. The reactants are: CCCCCN(C(=O)C(F)(F)F)c1ccc2c(c1)C(C)(C)CCC2(C)C. (3) Given the product COc1ccccc1-c1c(OC)c(OC)cc2nc(N3CCc4ncccc4C3)nc(N)c12, predict the reactants needed to synthesize it. The reactants are: COc1cc2nc(N3CCc4ncccc4C3)nc(N)c2c(I)c1OC.COc1ccccc1B(O)O.